From a dataset of Peptide-MHC class I binding affinity with 185,985 pairs from IEDB/IMGT. Regression. Given a peptide amino acid sequence and an MHC pseudo amino acid sequence, predict their binding affinity value. This is MHC class I binding data. The peptide sequence is NAYERMCNT. The MHC is HLA-B14:01 with pseudo-sequence HLA-B14:02. The binding affinity (normalized) is 0.475.